This data is from Catalyst prediction with 721,799 reactions and 888 catalyst types from USPTO. The task is: Predict which catalyst facilitates the given reaction. (1) Reactant: [NH:1]1[CH2:6][CH2:5][CH:4]([N:7]2[C:11]3[CH:12]=[CH:13][C:14]([F:16])=[CH:15][C:10]=3[N:9]=[C:8]2[C:17]([F:23])([F:22])[C:18]([F:21])([F:20])[F:19])[CH2:3][CH2:2]1.Br[CH2:25][CH2:26][CH2:27][S:28][C:29]1[CH:34]=[CH:33][C:32]([F:35])=[CH:31][CH:30]=1.C([O-])([O-])=O.[K+].[K+].O. Product: [F:22][C:17]([F:23])([C:8]1[N:7]([CH:4]2[CH2:5][CH2:6][N:1]([CH2:25][CH2:26][CH2:27][S:28][C:29]3[CH:34]=[CH:33][C:32]([F:35])=[CH:31][CH:30]=3)[CH2:2][CH2:3]2)[C:11]2[CH:12]=[CH:13][C:14]([F:16])=[CH:15][C:10]=2[N:9]=1)[C:18]([F:21])([F:20])[F:19]. The catalyst class is: 3. (2) Reactant: C(S[C:4]1[C:5]([C:14]2[N:27]([CH3:28])[C:17]3=[N:18][CH:19]=[C:20]([S:22][C:23]([F:26])([F:25])[F:24])[CH:21]=[C:16]3[N:15]=2)=[N:6][CH:7]=[C:8]([C:10]([F:13])([F:12])[F:11])[CH:9]=1)C.Cl[C:30]1C=CC=C(C(OO)=O)[CH:31]=1.C(=O)(O)[O-].[Na+].[S:45]([O-:49])([O-])(=[O:47])=S.[Na+].[Na+]. Product: [CH2:30]([S:45]([C:4]1[C:5]([C:14]2[N:27]([CH3:28])[C:17]3=[N:18][CH:19]=[C:20]([S:22][C:23]([F:26])([F:24])[F:25])[CH:21]=[C:16]3[N:15]=2)=[N:6][CH:7]=[C:8]([C:10]([F:11])([F:13])[F:12])[CH:9]=1)(=[O:49])=[O:47])[CH3:31]. The catalyst class is: 22. (3) Reactant: [C:1]([C:5]1[C:6]([O:35][CH3:36])=[C:7]([CH:24]=[C:25]([N:27]2[CH:32]=[CH:31][C:30](=[O:33])[NH:29][C:28]2=[O:34])[CH:26]=1)/[CH:8]=[CH:9]/[C:10]1[CH:18]=[CH:17][C:16]([NH:19][S:20]([CH3:23])(=[O:22])=[O:21])=[CH:15][C:11]=1[C:12](Cl)=[O:13])([CH3:4])([CH3:3])[CH3:2].[H-].C(O[Al+2])(C)(C)C.[Li+].[H-].[H-]. Product: [C:1]([C:5]1[C:6]([O:35][CH3:36])=[C:7]([CH:24]=[C:25]([N:27]2[CH:32]=[CH:31][C:30](=[O:33])[NH:29][C:28]2=[O:34])[CH:26]=1)/[CH:8]=[CH:9]/[C:10]1[CH:18]=[CH:17][C:16]([NH:19][S:20]([CH3:23])(=[O:21])=[O:22])=[CH:15][C:11]=1[CH2:12][OH:13])([CH3:4])([CH3:2])[CH3:3]. The catalyst class is: 1. (4) Reactant: [C:1]([CH2:3][NH:4][C:5]([C@@H:7]1[CH2:12][CH2:11][CH2:10][CH2:9][C@H:8]1[CH2:13][S:14]([C:17]1[CH:22]=[CH:21][C:20](F)=[CH:19][CH:18]=1)(=[O:16])=[O:15])=[O:6])#[N:2].C(=O)([O-])[O-].[K+].[K+].[SH:30][CH2:31][C:32]([O:34][CH2:35][CH3:36])=[O:33]. Product: [C:1]([CH2:3][NH:4][C:5]([C@@H:7]1[CH2:12][CH2:11][CH2:10][CH2:9][C@H:8]1[CH2:13][S:14]([C:17]1[CH:22]=[CH:21][C:20]([S:30][CH2:31][C:32]([O:34][CH2:35][CH3:36])=[O:33])=[CH:19][CH:18]=1)(=[O:16])=[O:15])=[O:6])#[N:2]. The catalyst class is: 9. (5) Reactant: [F:1][C:2]([F:18])([F:17])[O:3][C:4]1[CH:16]=[CH:15][C:7]([O:8][CH:9]([CH2:13][CH3:14])[C:10](O)=[O:11])=[CH:6][CH:5]=1.C(Cl)(=O)C([Cl:22])=O. Product: [F:1][C:2]([F:18])([F:17])[O:3][C:4]1[CH:16]=[CH:15][C:7]([O:8][CH:9]([CH2:13][CH3:14])[C:10]([Cl:22])=[O:11])=[CH:6][CH:5]=1. The catalyst class is: 120. (6) Reactant: CS(O)(=O)=O.CCOC(C)=O.C(OC([N:19]1[C@H:23]([C:24](=[O:29])[NH:25][CH2:26][CH:27]=[CH2:28])[C:22]([CH3:31])([CH3:30])[S:21][CH2:20]1)=O)(C)(C)C. Product: [CH2:26]([NH:25][C:24]([C@@H:23]1[C:22]([CH3:31])([CH3:30])[S:21][CH2:20][NH:19]1)=[O:29])[CH:27]=[CH2:28]. The catalyst class is: 6. (7) Reactant: N1C(C)=CC(C)=CC=1C.CS([Cl:14])(=O)=O.[Cl:15][C:16]1[CH:40]=[CH:39][C:19]([CH2:20][NH:21][C:22]([C:24]2[C:25](=[O:38])[C:26]3[CH:35]=[C:34]([CH2:36]O)[S:33][C:27]=3[N:28]([CH2:30][CH2:31][CH3:32])[CH:29]=2)=[O:23])=[CH:18][CH:17]=1. Product: [Cl:15][C:16]1[CH:40]=[CH:39][C:19]([CH2:20][NH:21][C:22]([C:24]2[C:25](=[O:38])[C:26]3[CH:35]=[C:34]([CH2:36][Cl:14])[S:33][C:27]=3[N:28]([CH2:30][CH2:31][CH3:32])[CH:29]=2)=[O:23])=[CH:18][CH:17]=1. The catalyst class is: 18. (8) Reactant: [Si]([O:8]/[C:9](/[C:12]1[N:17]=[CH:16][CH:15]=[CH:14][N:13]=1)=[CH:10]\[CH3:11])(C(C)(C)C)(C)C.O.C1C(=O)N([Br:26])C(=O)C1. Product: [Br:26][CH:10]([CH3:11])[C:9]([C:12]1[N:17]=[CH:16][CH:15]=[CH:14][N:13]=1)=[O:8]. The catalyst class is: 49. (9) Reactant: [Br:1][C:2]1[CH:3]=[C:4]([CH:7]=[C:8]([O:11][CH2:12][CH3:13])[C:9]=1[OH:10])[CH:5]=[O:6].[H-].[Na+].[CH2:16](Cl)[O:17][CH3:18].CCOC(C)=O. Product: [Br:1][C:2]1[CH:3]=[C:4]([CH:7]=[C:8]([O:11][CH2:12][CH3:13])[C:9]=1[O:10][CH2:16][O:17][CH3:18])[CH:5]=[O:6]. The catalyst class is: 3.